This data is from Reaction yield outcomes from USPTO patents with 853,638 reactions. The task is: Predict the reaction yield, written as a fraction of the theoretical maximum amount of product (1.0 means a 100% yield; for example, 0.34 means a 34% yield). (1) The reactants are [C:1]([C:3]1[CH:8]=[CH:7][CH:6]=[C:5]([CH3:9])[N:4]=1)#[CH:2].[Li+].CCC[CH2-].Cl[C:16]([O:18][CH2:19][CH3:20])=[O:17]. The catalyst is O1CCCC1. The product is [CH2:19]([O:18][C:16](=[O:17])[C:2]#[C:1][C:3]1[CH:8]=[CH:7][CH:6]=[C:5]([CH3:9])[N:4]=1)[CH3:20]. The yield is 0.830. (2) The reactants are C(NC(C)C)(C)C.C([Li])CCC.[CH3:13][O:14][C:15](=[O:25])[NH:16][C:17]1[CH:22]=[CH:21][C:20]([F:23])=[CH:19][C:18]=1[F:24].Cl.[O:27]1CCC[CH2:28]1. The catalyst is O. The product is [CH3:13][O:14][C:15](=[O:25])[NH:16][C:17]1[CH:22]=[CH:21][C:20]([F:23])=[C:19]([CH:28]=[O:27])[C:18]=1[F:24]. The yield is 0.840. (3) The reactants are [Cl:1][C:2]1[CH:7]=[CH:6][C:5]([CH:8]2[CH2:13][C:12](=[O:14])[N:11]([CH3:15])[C:10]([CH3:16])=[C:9]2[C:17]([OH:19])=O)=[C:4]([F:20])[CH:3]=1.[NH2:21][C:22]1[CH:23]=[C:24]2[C:28](=[CH:29][CH:30]=1)[NH:27][N:26]=[C:25]2[CH3:31].C(Cl)CCl.CCN(CC)CC. The catalyst is CN(C=O)C.CCOC(C)=O.Cl. The product is [Cl:1][C:2]1[CH:7]=[CH:6][C:5]([CH:8]2[CH2:13][C:12](=[O:14])[N:11]([CH3:15])[C:10]([CH3:16])=[C:9]2[C:17]([NH:21][C:22]2[CH:23]=[C:24]3[C:28](=[CH:29][CH:30]=2)[NH:27][N:26]=[C:25]3[CH3:31])=[O:19])=[C:4]([F:20])[CH:3]=1. The yield is 0.190. (4) The reactants are Br[C:2]1[CH:7]=[CH:6][C:5]([N:8]([C:13]2[C:32]([CH:33]3[CH2:35][CH2:34]3)=[CH:31][C:16]3[C:17]([C:27]([NH:29][CH3:30])=[O:28])=[C:18]([C:20]4[CH:25]=[CH:24][C:23]([F:26])=[CH:22][CH:21]=4)[O:19][C:15]=3[CH:14]=2)[S:9]([CH3:12])(=[O:11])=[O:10])=[CH:4][C:3]=1[C:36]([F:39])([F:38])[F:37].C([O-])(=O)C.[K+].[B:45]1(B2OC(C)(C)C(C)(C)O2)[O:49]C(C)(C)C(C)(C)[O:46]1. The yield is 0.490. The product is [CH:33]1([C:32]2[C:13]([N:8]([C:5]3[CH:6]=[CH:7][C:2]([B:45]([OH:49])[OH:46])=[C:3]([C:36]([F:37])([F:39])[F:38])[CH:4]=3)[S:9]([CH3:12])(=[O:10])=[O:11])=[CH:14][C:15]3[O:19][C:18]([C:20]4[CH:21]=[CH:22][C:23]([F:26])=[CH:24][CH:25]=4)=[C:17]([C:27](=[O:28])[NH:29][CH3:30])[C:16]=3[CH:31]=2)[CH2:34][CH2:35]1. The catalyst is O1CCOCC1.CCOC(C)=O.O.C1C=CC(P(C2C=CC=CC=2)[C-]2C=CC=C2)=CC=1.C1C=CC(P(C2C=CC=CC=2)[C-]2C=CC=C2)=CC=1.Cl[Pd]Cl.[Fe+2].C(Cl)Cl. (5) The reactants are Cl[C:2]1[C:11]([N:12]([CH:14]([CH3:16])[CH3:15])[CH3:13])=[N:10][C:9]2[C:4](=[CH:5][CH:6]=[C:7]([C:17]([O:19][CH3:20])=[O:18])[CH:8]=2)[N:3]=1.[O-]P([O-])([O-])=O.[K+].[K+].[K+].[CH3:29][O:30][C:31]1[N:36]=[CH:35][C:34](B(O)O)=[CH:33][CH:32]=1. The catalyst is O1CCOCC1.C1C=CC([P]([Pd]([P](C2C=CC=CC=2)(C2C=CC=CC=2)C2C=CC=CC=2)([P](C2C=CC=CC=2)(C2C=CC=CC=2)C2C=CC=CC=2)[P](C2C=CC=CC=2)(C2C=CC=CC=2)C2C=CC=CC=2)(C2C=CC=CC=2)C2C=CC=CC=2)=CC=1. The product is [CH:14]([N:12]([CH3:13])[C:11]1[C:2]([C:34]2[CH:35]=[N:36][C:31]([O:30][CH3:29])=[CH:32][CH:33]=2)=[N:3][C:4]2[C:9]([N:10]=1)=[CH:8][C:7]([C:17]([O:19][CH3:20])=[O:18])=[CH:6][CH:5]=2)([CH3:16])[CH3:15]. The yield is 0.800. (6) The reactants are [CH3:1][O:2][C:3]1[CH:8]=[CH:7][C:6]([C:9]2([C:14]([OH:16])=O)[CH2:13][CH2:12][CH2:11][CH2:10]2)=[CH:5][CH:4]=1.[NH2:17][C@@H:18]1[C@H:22]2[O:23][CH2:24][C@H:25]([NH:26][C:27]([CH:29]3[CH2:31][CH2:30]3)=[O:28])[C@H:21]2[O:20][CH2:19]1. No catalyst specified. The product is [CH:29]1([C:27]([NH:26][C@@H:25]2[C@H:21]3[O:20][CH2:19][C@H:18]([NH:17][C:14]([C:9]4([C:6]5[CH:5]=[CH:4][C:3]([O:2][CH3:1])=[CH:8][CH:7]=5)[CH2:10][CH2:11][CH2:12][CH2:13]4)=[O:16])[C@H:22]3[O:23][CH2:24]2)=[O:28])[CH2:30][CH2:31]1. The yield is 0.360. (7) The reactants are Br[C:2]1[C:10]2[C:5](=[CH:6][CH:7]=[CH:8][CH:9]=2)[NH:4][N:3]=1.[CH3:11][O:12][C:13]1[CH:18]=[CH:17][C:16](B(O)O)=[CH:15][CH:14]=1. The catalyst is COCCOC.C(=O)([O-])[O-].[Na+].[Na+].C1C=CC([P]([Pd]([P](C2C=CC=CC=2)(C2C=CC=CC=2)C2C=CC=CC=2)([P](C2C=CC=CC=2)(C2C=CC=CC=2)C2C=CC=CC=2)[P](C2C=CC=CC=2)(C2C=CC=CC=2)C2C=CC=CC=2)(C2C=CC=CC=2)C2C=CC=CC=2)=CC=1. The product is [CH3:11][O:12][C:13]1[CH:18]=[CH:17][C:16]([C:2]2[C:10]3[C:5](=[CH:6][CH:7]=[CH:8][CH:9]=3)[NH:4][N:3]=2)=[CH:15][CH:14]=1. The yield is 0.0500.